From a dataset of Merck oncology drug combination screen with 23,052 pairs across 39 cell lines. Regression. Given two drug SMILES strings and cell line genomic features, predict the synergy score measuring deviation from expected non-interaction effect. Drug 1: CS(=O)(=O)CCNCc1ccc(-c2ccc3ncnc(Nc4ccc(OCc5cccc(F)c5)c(Cl)c4)c3c2)o1. Drug 2: O=C(O)C1(Cc2cccc(Nc3nccs3)n2)CCC(Oc2cccc(Cl)c2F)CC1. Cell line: NCIH2122. Synergy scores: synergy=-11.4.